Dataset: CYP2C19 inhibition data for predicting drug metabolism from PubChem BioAssay. Task: Regression/Classification. Given a drug SMILES string, predict its absorption, distribution, metabolism, or excretion properties. Task type varies by dataset: regression for continuous measurements (e.g., permeability, clearance, half-life) or binary classification for categorical outcomes (e.g., BBB penetration, CYP inhibition). Dataset: cyp2c19_veith. (1) The compound is CC(=O)OC[C@@H]1O[C@H](CCO/N=C(\C)CCN2CCCc3nc(C)c(C)cc32)C=C[C@@H]1OC(C)=O. The result is 0 (non-inhibitor). (2) The compound is CCNC(=S)NNC(=O)Cc1ccccc1. The result is 0 (non-inhibitor). (3) The molecule is Cc1cccc(CNc2ncnc3ccc(-c4cccc(C#N)c4)cc23)c1. The result is 0 (non-inhibitor). (4) The result is 0 (non-inhibitor). The compound is O=c1c(-c2cccs2)nc2cnc(N3CCOCC3)nc2n1CCc1ccccc1. (5) The result is 0 (non-inhibitor). The molecule is O=C(O)c1cn(C2CC2)c2cc(N3CCNCC3)c(F)cc2c1=O.